Dataset: Catalyst prediction with 721,799 reactions and 888 catalyst types from USPTO. Task: Predict which catalyst facilitates the given reaction. (1) Reactant: [N+:1]([C:4]1[C:5]([C:9]([O:11][CH2:12][CH3:13])=[O:10])=[N:6][NH:7][CH:8]=1)([O-:3])=[O:2].Cl[CH2:15][C:16]([NH:18][C:19]1[CH:24]=[CH:23][CH:22]=[C:21]([F:25])[CH:20]=1)=[O:17].C(=O)([O-])[O-].[K+].[K+]. Product: [F:25][C:21]1[CH:20]=[C:19]([NH:18][C:16](=[O:17])[CH2:15][N:7]2[CH:8]=[C:4]([N+:1]([O-:3])=[O:2])[C:5]([C:9]([O:11][CH2:12][CH3:13])=[O:10])=[N:6]2)[CH:24]=[CH:23][CH:22]=1. The catalyst class is: 9. (2) Reactant: [Cu][C:2]#[N:3].[NH2:4][C:5]1[N:10]=[C:9]([CH3:11])[C:8](Br)=[CH:7][CH:6]=1.[C-]#N.[Na+]. Product: [NH2:4][C:5]1[N:10]=[C:9]([CH3:11])[C:8]([C:2]#[N:3])=[CH:7][CH:6]=1. The catalyst class is: 35. (3) Reactant: C(OC([NH:8][C@H:9]([C:16]([NH:18][C@H:19]([C:21]([O:23][CH2:24][CH2:25][O:26][C:27]1[CH:32]=[CH:31][C:30]([C:33]2[C:38]([C:39]#[N:40])=[C:37]([N:41]3[CH2:45][CH2:44][CH2:43][CH2:42]3)[N:36]=[C:35]([S:46][CH2:47][C:48]3[N:49]=[C:50]([C:53]4[CH:58]=[CH:57][C:56]([Cl:59])=[CH:55][CH:54]=4)[S:51][CH:52]=3)[C:34]=2[C:60]#[N:61])=[CH:29][CH:28]=1)=[O:22])[CH3:20])=[O:17])[CH2:10][C:11]1[N:15]=[CH:14][NH:13][CH:12]=1)=O)(C)(C)C.[ClH:62]. Product: [ClH:59].[ClH:62].[NH2:8][C@H:9]([C:16]([NH:18][C@H:19]([C:21]([O:23][CH2:24][CH2:25][O:26][C:27]1[CH:28]=[CH:29][C:30]([C:33]2[C:38]([C:39]#[N:40])=[C:37]([N:41]3[CH2:42][CH2:43][CH2:44][CH2:45]3)[N:36]=[C:35]([S:46][CH2:47][C:48]3[N:49]=[C:50]([C:53]4[CH:58]=[CH:57][C:56]([Cl:59])=[CH:55][CH:54]=4)[S:51][CH:52]=3)[C:34]=2[C:60]#[N:61])=[CH:31][CH:32]=1)=[O:22])[CH3:20])=[O:17])[CH2:10][C:11]1[N:15]=[CH:14][NH:13][CH:12]=1. The catalyst class is: 268. (4) Reactant: [CH3:1][S:2][C:3]1[N:8]=[C:7]([O:9][C:10]2[CH:11]=[C:12]([NH2:17])[C:13]([NH2:16])=[CH:14][CH:15]=2)[CH:6]=[CH:5][N:4]=1.[Cl:18][C:19]1[CH:32]=[CH:31][C:30]([N:33]=[C:34]=S)=[CH:29][C:20]=1[CH2:21][N:22]1[CH2:27][CH2:26][N:25]([CH3:28])[CH2:24][CH2:23]1.N1C=CN=C1.C(Cl)CCl. Product: [Cl:18][C:19]1[CH:32]=[CH:31][C:30]([NH:33][C:34]2[NH:16][C:13]3[CH:14]=[CH:15][C:10]([O:9][C:7]4[CH:6]=[CH:5][N:4]=[C:3]([S:2][CH3:1])[N:8]=4)=[CH:11][C:12]=3[N:17]=2)=[CH:29][C:20]=1[CH2:21][N:22]1[CH2:27][CH2:26][N:25]([CH3:28])[CH2:24][CH2:23]1. The catalyst class is: 23. (5) Reactant: [OH:1][C:2]1[C:7]([CH:8]([CH3:10])[CH3:9])=[CH:6][C:5]([C:11](=O)[CH2:12][CH2:13][C:14]([O:16]C)=[O:15])=[CH:4][C:3]=1[CH:19]([CH3:21])[CH3:20].[H][H].[OH-].[K+]. Product: [OH:1][C:2]1[C:3]([CH:19]([CH3:21])[CH3:20])=[CH:4][C:5]([CH2:11][CH2:12][CH2:13][C:14]([OH:16])=[O:15])=[CH:6][C:7]=1[CH:8]([CH3:10])[CH3:9]. The catalyst class is: 29. (6) Reactant: [CH3:1][N:2]([C:6]1[N:11]=[C:10]([C:12]2[N:20]([CH3:21])[C:19]3[CH2:18][CH2:17][NH:16][C:15](=[O:22])[C:14]=3[CH:13]=2)[CH:9]=[CH:8][N:7]=1)C(=O)C.C([O-])([O-])=O.[K+].[K+]. Product: [CH3:21][N:20]1[C:19]2[CH2:18][CH2:17][NH:16][C:15](=[O:22])[C:14]=2[CH:13]=[C:12]1[C:10]1[CH:9]=[CH:8][N:7]=[C:6]([NH:2][CH3:1])[N:11]=1. The catalyst class is: 5. (7) Reactant: [C:1]1(=[O:11])[O:6][C:4](=O)[C:3]2=[CH:7][CH:8]=[CH:9][CH:10]=[C:2]12.Cl.[NH2:13][C:14]1[C:15]([O:22][CH3:23])=[N:16][C:17]([O:20][CH3:21])=[CH:18][CH:19]=1.C([O-])(=O)C.[Na+]. Product: [O:11]=[C:1]1[C:2]2[C:3](=[CH:7][CH:8]=[CH:9][CH:10]=2)[C:4](=[O:6])[N:13]1[C:14]1[C:15]([O:22][CH3:23])=[N:16][C:17]([O:20][CH3:21])=[CH:18][CH:19]=1. The catalyst class is: 15. (8) Reactant: [Cl:1][C:2]1[CH:7]=[C:6]([F:8])[CH:5]=[CH:4][C:3]=1[O:9][CH2:10][CH2:11][O:12][CH3:13].C([Li])CCC.CN(C)[CH:21]=[O:22].O. Product: [Cl:1][C:2]1[C:3]([O:9][CH2:10][CH2:11][O:12][CH3:13])=[CH:4][CH:5]=[C:6]([F:8])[C:7]=1[CH:21]=[O:22]. The catalyst class is: 7. (9) Product: [F:43][C:44]1[C:52]2[C:47](=[CH:48][C:49]([C:54]3[CH:62]=[CH:61][CH:60]=[C:59]4[C:55]=3[CH:56]=[CH:57][NH:58]4)=[CH:50][C:51]=2[NH:53][C:7]([C:5]2[N:6]=[C:2]([CH3:1])[S:3][CH:4]=2)=[O:9])[NH:46][N:45]=1. The catalyst class is: 479. Reactant: [CH3:1][C:2]1[S:3][CH:4]=[C:5]([C:7]([OH:9])=O)[N:6]=1.CN(C(ON1N=NC2C=CC=NC1=2)=[N+](C)C)C.F[P-](F)(F)(F)(F)F.CCN(C(C)C)C(C)C.[F:43][C:44]1[C:52]2[C:51]([NH2:53])=[CH:50][C:49]([C:54]3[CH:62]=[CH:61][CH:60]=[C:59]4[C:55]=3[CH:56]=[CH:57][NH:58]4)=[CH:48][C:47]=2[NH:46][N:45]=1. (10) Reactant: [F:1][C:2]([F:23])([F:22])[C:3]1[CH:17]=[C:16]([C:18]([F:21])([F:20])[F:19])[CH:15]=[CH:14][C:4]=1[CH2:5][N:6]1[CH2:11][CH2:10][CH:9]([CH:12]=O)[CH2:8][CH2:7]1.[OH:24][C@H:25]1[CH2:30][CH2:29][CH2:28][CH2:27][C@@H:26]1[NH:31][C:32]1[CH2:36][S:35][C:34](=[O:37])[N:33]=1.C([O-])(=O)C.[NH2+]1CCCCC1. Product: [F:1][C:2]([F:22])([F:23])[C:3]1[CH:17]=[C:16]([C:18]([F:20])([F:21])[F:19])[CH:15]=[CH:14][C:4]=1[CH2:5][N:6]1[CH2:7][CH2:8][CH:9](/[CH:12]=[C:36]2/[C:32]([NH:31][C@H:26]3[CH2:27][CH2:28][CH2:29][CH2:30][C@@H:25]3[OH:24])=[N:33][C:34](=[O:37])[S:35]/2)[CH2:10][CH2:11]1. The catalyst class is: 41.